From a dataset of Experimentally validated miRNA-target interactions with 360,000+ pairs, plus equal number of negative samples. Binary Classification. Given a miRNA mature sequence and a target amino acid sequence, predict their likelihood of interaction. (1) The miRNA is hsa-miR-664a-5p with sequence ACUGGCUAGGGAAAAUGAUUGGAU. The protein sequence of the target gene is MEEPQAGDAARFSCPPNFTAKPPASESPRFSLEALTGPDTELWLIQAPADFAPECFNGRHVPLSGSQIVKGKLAGKRHRYRVLSSCPQAGEATLLAPSTEAGGGLTCASAPQGTLRILEGPQQSLSGSPLQPIPASPPPQIPPGLRPRFCAFGGNPPVTGPRSALAPNLLTSGKKKKEMQVTEAPVTQEAVNGHGALEVDMALGSPEMDVRKKKKKKNQQLKEPEAAGPVGTEPTVETLEPLGVLFPSTTKKRKKPKGKETFEPEDKTVKQEQINTEPLEDTVLSPTKKRKRQKGTEGME.... Result: 1 (interaction). (2) The miRNA is hsa-miR-127-5p with sequence CUGAAGCUCAGAGGGCUCUGAU. The protein sequence of the target gene is MLPRLVCISDYEQHVRSVLQKSVYDYYRSGANDQETLADNIQAFSRWKLYPRMLRNVADIDLSTSVLGQRVSMPICVGATAMQCMAHVDGELATVRACQTMGTGMMLSSWATSSIEEVAEAGPEALRWMQLYIYKDREISRQIVKRAEKQGYKAIFVTVDTPYLGNRIDDVRNRFKLPPQLRMKNFETNDLAFSPKGNFGDNSGLAEYVAQAIDPSLSWDDITWLRRLTSLPIVVKGILRGDDAKEAVKHGVDGILVSNHGARQLDGVPATIDVLPEIVEAVEGKVEVFLDGGVRKGTDV.... Result: 0 (no interaction). (3) The miRNA is hsa-miR-548az-3p with sequence AAAAACUGCAAUCACUUUUGC. The protein sequence of the target gene is MGLQTTKWPGRGAFILKFWLIISLGLYLQVSKLLACPSVCRCDRNFVYCNERSLTSVPLGIPEGVTVLYLHNNQINNAGFPAELHNVQSVHTVYLYGNQLDEFPMNLPKNVRVLHLQENNIQTISRAALAQLLKLEELHLDDNSISTVGVEDGAFREAISLKLLFLSKNHLSSVPVGLPVDLQELRVDENRIAVISDMAFQNLTSLERLIVDGNLLTNKGIAEGTFSHLTKLKEFSIVRNSLSHPPPDLPGTHLIRLYLQDNQINHIPLTAFANLRKLERLDISNNQLRMLTQGVFDHLS.... Result: 0 (no interaction). (4) The miRNA is hsa-miR-302b-3p with sequence UAAGUGCUUCCAUGUUUUAGUAG. The protein sequence of the target gene is MCTSGQIIGSLLVLSVLEIGLGVSSVAVGAVSFSLALREHKPQLGDSSPVWSGVCFLLCGICGILCAKKKSGLVMILFSACCICGLIGGILNFQFLRAVTKKTSSLYPLHLASMSLACIGIGGCTLSSWLTCRLASYEQRRMFSEREHSLHHSHEMAEKEITDNMSNGGPQLIFNGRV. Result: 0 (no interaction). (5) The miRNA is hsa-miR-6510-3p with sequence CACCGACUCUGUCUCCUGCAG. The protein sequence of the target gene is MASVPSIGCLLARNQYYRKSSVSSVSSLTSSDSVNFIDDDKPQQGLPEVAESTWWFKSFFHSEPVLSNVRIKDLSATGSLSGRS. Result: 0 (no interaction). (6) The miRNA is hsa-miR-3120-3p with sequence CACAGCAAGUGUAGACAGGCA. The protein sequence of the target gene is MSRYLRPPNTSLFVRNVADDTRSEDLRREFGRYGPIVDVYVPLDFYTRRPRGFAYVQFEDVRDAEDALHNLDRKWICGRQIEIQFAQGDRKTPNQMKAKEGRNVYSSSRYDDYDRYRRSRSRSYERRRSRSRSFDYNYRRSYSPRNSRPTGRPRRSRSHSDNDRFKHRNRSFSRSKSNSRSRSKSQPKKEMKAKSRSRSASHTKTRGTSKTDSKTHYKSGSRYEKESRKKEPPRSKSQSRSQSRSRSKSRSRSWTSPKSSGH. Result: 1 (interaction). (7) The miRNA is hsa-miR-423-5p with sequence UGAGGGGCAGAGAGCGAGACUUU. The protein sequence of the target gene is MGPVMPPSKKPESSGISVSSGLSQCYGGSGFSKALQEDDDLDFSLPDIRLEEGAMEDEELTNLNWLHESKNLLKSFGESVLRSVSPVQDLDDDTPPSPAHSDMPYDARQNPNCKPPYSFSCLIFMAIEDSPTKRLPVKDIYNWILEHFPYFANAPTGWKNSVRHNLSLNKCFKKVDKERSQSIGKGSLWCIDPEYRQNLIQALKKTPYHPHPHVFNTPPTCPQAYQSTSGPPIWPGSTFFKRNGALLQDPDIDAASAMMLLNTPPEIQAGFPPGVIQNGARVLSRGLFPGVRPLPITPIG.... Result: 0 (no interaction). (8) The miRNA is hsa-miR-301b-3p with sequence CAGUGCAAUGAUAUUGUCAAAGC. The protein sequence of the target gene is MGSQEVLGHAARLASSGLLLQVLFRLITFVLNAFILRFLSKEIVGVVNVRLTLLYSTTLFLAREAFRRACLSGGTQRDWSQTLNLLWLTVPLGVFWSLFLGWIWLQLLEVPDPNVVPHYATGVVLFGLSAVVELLGEPFWVLAQAHMFVKLKVIAESLSVILKSVLTAFLVLWLPHWGLYIFSLAQLFYTTVLVLCYVIYFTKLLGSPESTKLQTLPVSRITDLLPNITRNGAFINWKEAKLTWSFFKQSFLKQILTEGERYVMTFLNVLNFGDQGVYDIVNNLGSLVARLIFQPIEESF.... Result: 1 (interaction). (9) The protein sequence of the target gene is MARPDPSAPPSLLLLLLAQLVGRAAAASKAPVCQEITVPMCRGIGYNLTHMPNQFNHDTQDEAGLEVHQFWPLVEIQCSPDLRFFLCSMYTPICLPDYHKPLPPCRSVCERAKAGCSPLMRQYGFAWPERMSCDRLPVLGRDAEVLCMDYNRSEATTAPPRPFPAKPTLPGPPGAPASGGECPAGGPFVCKCREPFVPILKESHPLYNKVRTGQVPNCAVPCYQPSFSADERTFATFWIGLWSVLCFISTSTTVATFLIDMERFRYPERPIIFLSACYLCVSLGFLVRLVVGHASVACSR.... The miRNA is hsa-miR-4680-3p with sequence UCUGAAUUGUAAGAGUUGUUA. Result: 0 (no interaction).